Dataset: Ames mutagenicity test results for genotoxicity prediction. Task: Regression/Classification. Given a drug SMILES string, predict its toxicity properties. Task type varies by dataset: regression for continuous values (e.g., LD50, hERG inhibition percentage) or binary classification for toxic/non-toxic outcomes (e.g., AMES mutagenicity, cardiotoxicity, hepatotoxicity). Dataset: ames. (1) The result is 1 (mutagenic). The drug is O=[N+]([O-])c1ccc2c(c1)CC=C2. (2) The drug is Oc1ccc(Cl)cc1Cl. The result is 0 (non-mutagenic). (3) The compound is Nc1nc(=O)n(C2CC(O)C(CO)O2)cc1I. The result is 0 (non-mutagenic). (4) The drug is CCCCCCCCCc1ccccc1C(CO)OS(=O)(=O)O. The result is 0 (non-mutagenic). (5) The compound is Fc1ccccn1. The result is 1 (mutagenic). (6) The drug is C=CS(C)(=O)=O. The result is 0 (non-mutagenic). (7) The drug is c1ccc2c(c1)[nH]c1ccccc12. The result is 0 (non-mutagenic). (8) The drug is CCC12OC1O2. The result is 1 (mutagenic). (9) The compound is Nc1ccc([N+](=O)[O-])cc1N. The result is 1 (mutagenic). (10) The compound is C1CCC2OCCOCCOCCOC3CCCCC3OCCOCCOCCOC2C1. The result is 0 (non-mutagenic).